From a dataset of NCI-60 drug combinations with 297,098 pairs across 59 cell lines. Regression. Given two drug SMILES strings and cell line genomic features, predict the synergy score measuring deviation from expected non-interaction effect. Drug 1: CCC1(CC2CC(C3=C(CCN(C2)C1)C4=CC=CC=C4N3)(C5=C(C=C6C(=C5)C78CCN9C7C(C=CC9)(C(C(C8N6C)(C(=O)OC)O)OC(=O)C)CC)OC)C(=O)OC)O.OS(=O)(=O)O. Synergy scores: CSS=7.39, Synergy_ZIP=0.535, Synergy_Bliss=5.06, Synergy_Loewe=7.69, Synergy_HSA=3.40. Cell line: SNB-75. Drug 2: CS(=O)(=O)OCCCCOS(=O)(=O)C.